Predict the product of the given reaction. From a dataset of Forward reaction prediction with 1.9M reactions from USPTO patents (1976-2016). (1) Given the reactants [C:1]([O:5][C:6]([NH:8][C@H:9]1[CH2:23][CH2:22][CH2:21][O:20][CH2:19][CH:18]=[CH:17][C@@H:16]2[CH2:24][C@@:15]2([C:25]([O:27]CC)=[O:26])[NH:14][C:13](=[O:30])[C@@H:12]2[CH2:31][C@@H:32]([O:34][C:35]([N:37]3[CH2:45][C:44]4[C:39](=[CH:40][CH:41]=[CH:42][C:43]=4[F:46])[CH2:38]3)=[O:36])[CH2:33][N:11]2[C:10]1=[O:47])=[O:7])([CH3:4])([CH3:3])[CH3:2].[OH-].[Na+].CCOCC, predict the reaction product. The product is: [C:1]([O:5][C:6]([NH:8][C@H:9]1[CH2:23][CH2:22][CH2:21][O:20][CH2:19][CH:18]=[CH:17][C@@H:16]2[CH2:24][C@@:15]2([C:25]([OH:27])=[O:26])[NH:14][C:13](=[O:30])[C@@H:12]2[CH2:31][C@@H:32]([O:34][C:35]([N:37]3[CH2:45][C:44]4[C:39](=[CH:40][CH:41]=[CH:42][C:43]=4[F:46])[CH2:38]3)=[O:36])[CH2:33][N:11]2[C:10]1=[O:47])=[O:7])([CH3:4])([CH3:2])[CH3:3]. (2) Given the reactants C1(S([N:10]2[C:14]3=[CH:15][N:16]=[CH:17][CH:18]=[C:13]3[CH:12]=[C:11]2[CH:19]([C:21]2[CH:26]=[CH:25][N:24]=[CH:23][CH:22]=2)[OH:20])(=O)=O)C=CC=CC=1.[OH-].[Na+], predict the reaction product. The product is: [N:24]1[CH:25]=[CH:26][C:21]([C:19]([C:11]2[NH:10][C:14]3=[CH:15][N:16]=[CH:17][CH:18]=[C:13]3[CH:12]=2)=[O:20])=[CH:22][CH:23]=1. (3) Given the reactants C[O:2][C:3]1[CH:4]=[C:5]([CH:26]=[CH:27][C:28]=1[O:29]C)[CH2:6][NH:7][C:8]([C:10]1[C:18]2[N:17]=[C:16]([C:19]3[S:20][CH:21]=[CH:22][CH:23]=3)[NH:15][C:14]=2[C:13]([O:24]C)=[CH:12][CH:11]=1)=[O:9].B(Br)(Br)Br, predict the reaction product. The product is: [OH:2][C:3]1[CH:4]=[C:5]([CH:26]=[CH:27][C:28]=1[OH:29])[CH2:6][NH:7][C:8]([C:10]1[C:18]2[N:17]=[C:16]([C:19]3[S:20][CH:21]=[CH:22][CH:23]=3)[NH:15][C:14]=2[C:13]([OH:24])=[CH:12][CH:11]=1)=[O:9]. (4) Given the reactants [CH2:1]([C:3]1[CH:8]=[CH:7][CH:6]=[CH:5][C:4]=1[NH:9][C:10]1[C:15]([C:16]([NH2:18])=[O:17])=[CH:14][N:13]=[C:12]2[S:19][C:20]([S:22]([CH3:24])=[O:23])=[N:21][C:11]=12)[CH3:2].[Mn]([O-])(=O)(=O)=[O:26].[K+].S(=O)(O)[O-].[Na+], predict the reaction product. The product is: [CH2:1]([C:3]1[CH:8]=[CH:7][CH:6]=[CH:5][C:4]=1[NH:9][C:10]1[C:15]([C:16]([NH2:18])=[O:17])=[CH:14][N:13]=[C:12]2[S:19][C:20]([S:22]([CH3:24])(=[O:26])=[O:23])=[N:21][C:11]=12)[CH3:2].